From a dataset of Full USPTO retrosynthesis dataset with 1.9M reactions from patents (1976-2016). Predict the reactants needed to synthesize the given product. (1) Given the product [F:1][C:2]1[CH:38]=[CH:37][C:5]([CH2:6][N:7]2[C:16](=[O:17])[C:15]([C:18]3[NH:23][C:22]4[CH:24]=[CH:25][C:26]([N:28]([CH3:40])[S:29]([CH3:32])(=[O:31])=[O:30])=[CH:27][C:21]=4[S:20](=[O:33])(=[O:34])[N:19]=3)=[C:14]([OH:35])[C@H:13]3[C@@H:8]2[C@H:9]2[CH2:36][C@@H:12]3[CH2:11][CH2:10]2)=[CH:4][C:3]=1[CH3:39], predict the reactants needed to synthesize it. The reactants are: [F:1][C:2]1[CH:38]=[CH:37][C:5]([CH2:6][N:7]2[C:16](=[O:17])[C:15]([C:18]3[NH:23][C:22]4[CH:24]=[CH:25][C:26]([NH:28][S:29]([CH3:32])(=[O:31])=[O:30])=[CH:27][C:21]=4[S:20](=[O:34])(=[O:33])[N:19]=3)=[C:14]([OH:35])[C@H:13]3[C@@H:8]2[C@H:9]2[CH2:36][C@@H:12]3[CH2:11][CH2:10]2)=[CH:4][C:3]=1[CH3:39].[C:40](=O)([O-])[O-].[K+].[K+].IC. (2) Given the product [F:31][C:28]1[CH:29]=[CH:30][C:25]([CH2:24][NH:23][C:21]([C:16]2[CH:15]=[C:14]([C:11]3[CH2:10][C@@H:9]([C@H:6]4[CH2:5][O:4][C@H:3]([CH2:2][NH:1][S:35]([CH3:34])(=[O:37])=[O:36])[CH2:8][O:7]4)[O:13][N:12]=3)[N:19]=[C:18]([CH3:20])[N:17]=2)=[O:22])=[CH:26][C:27]=1[O:32][CH3:33], predict the reactants needed to synthesize it. The reactants are: [NH2:1][CH2:2][C@@H:3]1[CH2:8][O:7][C@@H:6]([C@H:9]2[O:13][N:12]=[C:11]([C:14]3[N:19]=[C:18]([CH3:20])[N:17]=[C:16]([C:21]([NH:23][CH2:24][C:25]4[CH:30]=[CH:29][C:28]([F:31])=[C:27]([O:32][CH3:33])[CH:26]=4)=[O:22])[CH:15]=3)[CH2:10]2)[CH2:5][O:4]1.[CH3:34][S:35](Cl)(=[O:37])=[O:36]. (3) The reactants are: ClC1C=CC([C:8]2[N:9]=C3C=CC=CN3C=2CC2N=C(C(NN)=O)ON=2)=CC=1.[F:27][C:28]1[CH:29]=[CH:30][C:31]2[N:32]([C:34]([CH2:44][C:45]3[N:49]=[C:48]([C:50]([O:52]CC)=O)[O:47][N:46]=3)=[C:35]([C:37]3[CH:42]=[CH:41][C:40]([F:43])=[CH:39][CH:38]=3)[N:36]=2)[CH:33]=1.CN. Given the product [F:27][C:28]1[CH:29]=[CH:30][C:31]2[N:32]([C:34]([CH2:44][C:45]3[N:49]=[C:48]([C:50]([NH:9][CH3:8])=[O:52])[O:47][N:46]=3)=[C:35]([C:37]3[CH:38]=[CH:39][C:40]([F:43])=[CH:41][CH:42]=3)[N:36]=2)[CH:33]=1, predict the reactants needed to synthesize it.